This data is from Forward reaction prediction with 1.9M reactions from USPTO patents (1976-2016). The task is: Predict the product of the given reaction. (1) Given the reactants [OH:1][C:2]1[CH:7]=[CH:6][C:5]([C:8]([C:22]2[CH:27]=[CH:26][C:25]([OH:28])=[CH:24][CH:23]=2)([CH2:11][CH2:12][CH2:13][CH2:14][CH2:15][CH2:16][CH2:17][CH2:18][CH2:19][CH2:20][CH3:21])[CH2:9][Br:10])=[CH:4][CH:3]=1.[C:29]1([P:35]([C:42]2[CH:47]=[CH:46][CH:45]=[CH:44][CH:43]=2)[C:36]2[CH:41]=[CH:40][CH:39]=[CH:38][CH:37]=2)[CH:34]=[CH:33][CH:32]=[CH:31][CH:30]=1, predict the reaction product. The product is: [Br-:10].[OH:1][C:2]1[CH:7]=[CH:6][C:5]([C:8]([C:22]2[CH:27]=[CH:26][C:25]([OH:28])=[CH:24][CH:23]=2)([CH2:11][CH2:12][CH2:13][CH2:14][CH2:15][CH2:16][CH2:17][CH2:18][CH2:19][CH2:20][CH3:21])[CH2:9][P+:35]([C:36]2[CH:37]=[CH:38][CH:39]=[CH:40][CH:41]=2)([C:42]2[CH:47]=[CH:46][CH:45]=[CH:44][CH:43]=2)[C:29]2[CH:30]=[CH:31][CH:32]=[CH:33][CH:34]=2)=[CH:4][CH:3]=1. (2) Given the reactants [F:1][C:2]1[CH:7]=[CH:6][C:5]([C:8]2[N:16]3[C:11]([CH:12]=[C:13]([CH2:17][N:18]4[CH:22]=[C:21]([C:23]([OH:30])([C:26]([F:29])([F:28])[F:27])[CH2:24][CH3:25])[N:20]=[N:19]4)[CH:14]=[CH:15]3)=[CH:10][C:9]=2[CH:31]=O)=[CH:4][CH:3]=1.Cl.[CH2:34]([O:36][C:37](=[O:41])[CH2:38][CH2:39][NH2:40])[CH3:35].C(O)(=O)C.C(O[BH-](OC(=O)C)OC(=O)C)(=O)C.[Na+], predict the reaction product. The product is: [CH2:34]([O:36][C:37](=[O:41])[CH2:38][CH2:39][NH:40][CH2:31][C:9]1[CH:10]=[C:11]2[N:16]([C:8]=1[C:5]1[CH:6]=[CH:7][C:2]([F:1])=[CH:3][CH:4]=1)[CH:15]=[CH:14][C:13]([CH2:17][N:18]1[CH:22]=[C:21]([C:23]([OH:30])([C:26]([F:27])([F:28])[F:29])[CH2:24][CH3:25])[N:20]=[N:19]1)=[CH:12]2)[CH3:35]. (3) Given the reactants [C:1]([C:3]1[N:7]([CH:8]2[CH2:13][CH2:12][N:11]([C:14]([O:16][C:17]([CH3:20])([CH3:19])[CH3:18])=[O:15])[CH2:10][CH2:9]2)[N:6]=[CH:5][C:4]=1[CH2:21][OH:22])#[N:2].[F:23][C:24]1[CH:25]=[C:26]([CH:30]=[CH:31][C:32]=1O)[C:27]([NH2:29])=[O:28].C1(P(C2C=CC=CC=2)C2C=CC=CC=2)C=CC=CC=1.N(C(OCC)=O)=NC(OCC)=O, predict the reaction product. The product is: [C:27]([C:26]1[CH:30]=[CH:31][C:32]([O:22][CH2:21][C:4]2[CH:5]=[N:6][N:7]([CH:8]3[CH2:13][CH2:12][N:11]([C:14]([O:16][C:17]([CH3:19])([CH3:18])[CH3:20])=[O:15])[CH2:10][CH2:9]3)[C:3]=2[C:1]#[N:2])=[C:24]([F:23])[CH:25]=1)(=[O:28])[NH2:29].